From a dataset of B-cell epitopes from IEDB database with 3,159 antigens for binding position prediction. Token-level Classification. Given an antigen amino acid sequence, predict which amino acid positions are active epitope sites capable of antibody binding. Output is a list of indices for active positions. (1) Given the antigen sequence: GVDGQTYVSGGMAARTTAGFASLFTSGPTQKIQLVNTNGSWHINRTALNCNDSLQTGFIAALIYRYKFNSSGCPERMASCRPIDKFAQGWGPITYAEPGDLDQRPYCWHYAPRQCGIVPASQVCGPVYCFTPSPVVVGTTDRSGAPTYNWGENETDVLLLNNTRPPRGNWFGCTWMNSTGFTKTCG, which amino acid positions are active epitope sites? The epitope positions are: [28, 29, 30, 31, 32, 33, 34, 35, 36, 37, 38, 39, 40, 41, 42]. The amino acids at these positions are: TQKIQLVNTNGSWHI. (2) Given the antigen sequence: MATLLKSLALFKRNKDKAPTASGSGGAIRGIKNVIIVPIPGDSSIITRSRLLDRLVRLAGDPDINGSKLTGVMISMLSLFVESPGQLIQRITDDPDVSIRLVEVVQSTRSQSGLTFASRGADLDNEADMYFSTEGPSSGSKKRINWFENREIIDIEVQDAEEFNMLLASILAQVWILLAKAVTAPDTAADSELRRWVKYTQQRRVIGEFRLDKGWLDAVRNRIAEDLSLRRFMVSLILDIKRTPGNKPRIAEMICDIDNYIVEAGLASFILTIKFGIETMYPALGLHEFAGELSTIESLMNLYQQLGEVAPYMVILENSIQNKFSAGAYPLLWSYAMGVGVELENSMGGLNFGRSYFDPAYFRLGQEMVRRSAGKVSSVIAAELGITAEEAKLVSEIASQTGDERTVRGTGPRQAQVSFLQHKTDEGESPTPATREEVKAAIPNGSEGRDTKRTRSGKPRGETPGQLLPEIMQEDELSRESSQNPREAQRSAEALFRLQA..., which amino acid positions are active epitope sites? The epitope positions are: [125, 126, 127, 128, 129, 130, 131, 132, 133, 134]. The amino acids at these positions are: EADMYFSTEG. (3) Given the antigen sequence: MDKRVRGSWALGGQSEVDLDYHKILTAGLSVQQGIVRQRVIPVYVVSDLEGICQHIIQAFEAGVDFQDNADSFLLLLCLHHAYQGDHRLFLKSDAVQYLEGHGFRFEVREKENVHRLDELLPNVTGGKNLRRTLAAMPEEETTEANAGQFLSFASLFLPKLVVGEKACLEKVQRQIQVHAEQGLIQYPTSWQSVGHMMVIFRLMRTNFLIKFLLIHQGMHMVAGHDANDTVISNSVAQARFSGLLIVKTVLDHILQKTDLGVRLHPLARTAKVKNEVSSFKAALGSLAKHGEYAPFARLLNLSGVNNLEHGLYPQLSAIALGVATAHGSTLAGVNVGEQYQQLREAATEAEKQLQQYAETRELDNLGLDEQEKKILMSFHQKKNEISFQQTNAMVTLRKERLAKLTEAITTASKIKVGDRYPDDNDIPFPGPIYDETHPNPSDDNPDDSRDTTIPGGVVDPYDDESNNYPDYEDSAEGTTGDLDLFNLDDDDDDSQPGPP..., which amino acid positions are active epitope sites? The epitope positions are: [388, 389, 390, 391, 392, 393, 394, 395, 396, 397, 398, 399, 400, 401, 402]. The amino acids at these positions are: QQTNAMVTLRKERLA. (4) The epitope positions are: [24, 25, 26, 27, 28, 29, 30, 31, 32, 33, 34, 35, 36, 37, 38]. The amino acids at these positions are: YKRHASDSQTTTCLS. Given the antigen sequence: MKTLLLTLVVVTIVCLDFGYTIVCYKRHASDSQTTTCLSGICYKKITRGSSRPEMGCGCPQSSRGVKVDCCMRDKCNG, which amino acid positions are active epitope sites? (5) Given the antigen sequence: AEPSLMIDGILWEGFGGDPCDPCTTWCDAISMRVGYYGDFVFDRVLKTDVNKEFQMGAAPTTSDVEGLQNDPTTNVARPNPAYGKHMQDAEMFTNAAYMALNIWDRFDVFCTLGATTGYLRGNSASFNLVGLFGTKTQYSKFNTANLVPNTALDRAVVELYTDTTFAWSVGARAALWECGCATLGASFQYAQSKPKVEELNVLCNASEFTINKPKGYVGVEFPLDITAGTEAATGTKDASIDYHEWQASLALSYRLNMFTPYIGVKWSRVSFDADTIRIAQPKLAEAILDVTTLNPTIAGKGAVVSSGSDNELADTMQ, which amino acid positions are active epitope sites? The epitope positions are: [292, 293, 294, 295, 296, 297]. The amino acids at these positions are: TLNPTI. (6) Given the antigen sequence: EQYGCLEGDTHKAKPSPEPNMHECTLYSESSCCYANFTEQLAHSPIIKVSNSYWNRCGQLSKSCEDFTKKIECFYRCSPHAARWIDPRYTAAIQSVPLCQSFCDDWYEACKDDSICAHNWLTDWERDESGENHCKSKCVPYSEMYANGTDMCQSMWGESFKVSESSCLCLQMNKKDMVAIKHLLSESSEESSSMSSSEEHACQKKLLKFEALQQEEGEE, which amino acid positions are active epitope sites? The epitope positions are: [202, 203, 204, 205, 206, 207, 208, 209, 210, 211, 212, 213, 214, 215, 216, 217, 218]. The amino acids at these positions are: QKKLLKFEALQQEEGEE. (7) Given the antigen sequence: MPTRLDSRLRGNDEAILLAEGQKSAVTEYYLNHGIWPENNSAAGVASASKIIGKYVKQVEVKNGVVTATMASTGVNKEIQGKKLSLWARREDGSVKWFCGQPVTRNDAADNDDVAKDDAAGNAIETKHLPSTCRDESSLPGIARITANGRKTTTRPAWHPPPPTSKANMLKALRSQKASLPPK, which amino acid positions are active epitope sites? The epitope positions are: [100, 101, 102, 103, 104, 105]. The amino acids at these positions are: QPVTRN. (8) Given the antigen sequence: NTRVTGGVQSRTTGTFVGLFTPGPSQR, which amino acid positions are active epitope sites? The epitope positions are: [15, 16, 17, 18, 19, 20, 21]. The amino acids at these positions are: FVGLFTP. (9) The epitope positions are: [234, 235, 236, 237, 238, 239, 240, 241, 242, 243, 244, 245, 246, 247, 248, 249, 250, 251, 252, 253]. The amino acids at these positions are: STWHVLYSPNVSVPSSSSTP. Given the antigen sequence: MGKFLTTLILFFQFCPLILGDYSPSCCTLTIGVSSYHSKPCNPAQPVCSWTLDLLALSADQALQPPCPNLVSYSSYHATYSLYLFPHWIKKPNRNGGGYYSASYSDPCSLKCPYLGCQSWTCPYTGAVSSPYWKFQQDVNFTQEVSRLNINLHFSKCGFPFSLLVDAPGYDPIWFLNTEPSQLPPTAPPLLPHSNLDHILEPSIPWKSKLLTLVQLTLQSTNYTCIVCIDRASLSTWHVLYSPNVSVPSSSSTPLLYPSLALPAPHLTLPFNWTHCFDPQIQAIVSSPCHNSLILPPFSLSPVPTLGSRSRRAVPVAVWLVSALAMGAGVAGGITGSMSLASGKSLLHEVDKDISQLTQAIVKNHKNLLKIAQYAAQNRRGLDLLFWEQGGLCKALQEQCCFLNITNSHVSILQERPPLENRVLTGWGLNWDLGLSQWAREALQTGITLVALLLLVILAGPCILRQLRHLPSRVRYPHYSLINPESSL, which amino acid positions are active epitope sites? (10) Given the antigen sequence: GKSTKDGENHKVTRYLKSLTIRVIPIQAHQIVNGVPPARG, which amino acid positions are active epitope sites? The epitope positions are: [22, 23, 24, 25, 26, 27, 28, 29, 30, 31, 32, 33, 34, 35, 36]. The amino acids at these positions are: VIPIQAHQIVNGVPP.